Dataset: Forward reaction prediction with 1.9M reactions from USPTO patents (1976-2016). Task: Predict the product of the given reaction. (1) Given the reactants [C:1]([O:5][C:6](=[O:29])[NH:7][C@@H:8]([C:12]1[CH:17]=[C:16]([C:18]2[N:22]([CH:23]([F:25])[F:24])[N:21]=[CH:20][C:19]=2[N+:26]([O-])=O)[CH:15]=[CH:14][N:13]=1)[CH2:9][CH:10]=[CH2:11])([CH3:4])([CH3:3])[CH3:2], predict the reaction product. The product is: [C:1]([O:5][C:6](=[O:29])[NH:7][C@@H:8]([C:12]1[CH:17]=[C:16]([C:18]2[N:22]([CH:23]([F:25])[F:24])[N:21]=[CH:20][C:19]=2[NH2:26])[CH:15]=[CH:14][N:13]=1)[CH2:9][CH:10]=[CH2:11])([CH3:2])([CH3:3])[CH3:4]. (2) Given the reactants [O:1]1[CH2:7][CH:6]([C:8]2[C:16]3[S:15][C:14]([NH2:17])=[N:13][C:12]=3[C:11]([O:18][CH3:19])=[CH:10][CH:9]=2)[CH2:5][O:4][CH2:3][CH2:2]1.[CH3:20][O:21][C:22]1[CH:23]=[C:24]([CH:28]=[CH:29][N:30]=1)[C:25](O)=[O:26], predict the reaction product. The product is: [O:4]1[CH2:5][CH:6]([C:8]2[C:16]3[S:15][C:14]([NH:17][C:25](=[O:26])[C:24]4[CH:28]=[CH:29][N:30]=[C:22]([O:21][CH3:20])[CH:23]=4)=[N:13][C:12]=3[C:11]([O:18][CH3:19])=[CH:10][CH:9]=2)[CH2:7][O:1][CH2:2][CH2:3]1. (3) Given the reactants C(O)(C(F)(F)F)=O.[SiH](CC)(CC)CC.[CH3:15][C:16]1[C:20]([C:21]2[N:22]([C:35]3[CH:40]=[CH:39][C:38]([OH:41])=[CH:37][CH:36]=3)[C:23]3[C:28]([C:29]=2[CH:30](O)[C:31]([NH2:33])=[O:32])=[CH:27][CH:26]=[CH:25][CH:24]=3)=[C:19]([CH3:42])[O:18][N:17]=1, predict the reaction product. The product is: [CH3:15][C:16]1[C:20]([C:21]2[N:22]([C:35]3[CH:36]=[CH:37][C:38]([OH:41])=[CH:39][CH:40]=3)[C:23]3[C:28]([C:29]=2[CH2:30][C:31]([NH2:33])=[O:32])=[CH:27][CH:26]=[CH:25][CH:24]=3)=[C:19]([CH3:42])[O:18][N:17]=1. (4) Given the reactants [NH2:1][C:2]1[CH:7]=[CH:6][C:5]([C:8]2[O:9][C:10]([C:13]3[CH:18]=[CH:17][C:16]([NH2:19])=[CH:15][C:14]=3[Cl:20])=[CH:11][CH:12]=2)=[C:4]([Cl:21])[CH:3]=1.[C:22]1([NH2:33])[C:27](F)=[C:26](F)[C:25](F)=[C:24]([NH2:31])C=1F.Cl.Cl, predict the reaction product. The product is: [Cl:20][C:14]1[CH:15]=[C:16]([N:19]=[N:31][C:24]2[CH:25]=[CH:26][CH:27]=[CH:22][N:33]=2)[CH:17]=[CH:18][C:13]=1[C:10]1[O:9][C:8]([C:5]2[CH:6]=[CH:7][C:2]([N:1]=[N:31][C:24]3[CH:25]=[CH:26][CH:27]=[CH:22][N:33]=3)=[CH:3][C:4]=2[Cl:21])=[CH:12][CH:11]=1. (5) Given the reactants [CH:1]([C:4]1[O:8][N:7]=[C:6]([C@H:9]2[CH2:14][CH2:13][C@H:12]([C:15]([O:17]C)=[O:16])[CH2:11][CH2:10]2)[N:5]=1)([CH3:3])[CH3:2].[OH-].[Na+], predict the reaction product. The product is: [CH:1]([C:4]1[O:8][N:7]=[C:6]([C@H:9]2[CH2:14][CH2:13][C@H:12]([C:15]([OH:17])=[O:16])[CH2:11][CH2:10]2)[N:5]=1)([CH3:3])[CH3:2]. (6) Given the reactants [CH:1]1([CH2:6][OH:7])[CH2:5][CH2:4][CH2:3][CH2:2]1.[CH3:8][S:9](Cl)(=[O:11])=[O:10].C(N(CC)CC)C, predict the reaction product. The product is: [CH3:8][S:9]([O:7][CH2:6][CH:1]1[CH2:5][CH2:4][CH2:3][CH2:2]1)(=[O:11])=[O:10]. (7) Given the reactants C([Si](C(C)C)(C(C)C)[N:5]1[CH:9]=[CH:8][C:7](B(O)O)=[CH:6]1)(C)C.I[C:20]1[CH:29]=[CH:28][C:23]([C:24]([O:26][CH3:27])=[O:25])=[CH:22][CH:21]=1.[F-].[Cs+], predict the reaction product. The product is: [NH:5]1[CH:9]=[CH:8][C:7]([C:20]2[CH:29]=[CH:28][C:23]([C:24]([O:26][CH3:27])=[O:25])=[CH:22][CH:21]=2)=[CH:6]1.